Dataset: Full USPTO retrosynthesis dataset with 1.9M reactions from patents (1976-2016). Task: Predict the reactants needed to synthesize the given product. (1) Given the product [CH2:1]([O:3][C:4](=[O:28])[CH2:5][CH2:6][C:7]1[S:11][C:10]([NH:12][C:13]([N:15]([CH:16]2[CH2:17][CH2:18][CH2:19][CH2:20][CH2:21]2)[CH:22]2[CH2:27][CH2:26][CH2:25][CH2:24][CH2:23]2)=[O:14])=[N:9][CH:8]=1)[CH3:2], predict the reactants needed to synthesize it. The reactants are: [CH2:1]([O:3][C:4](=[O:28])[CH:5]=[CH:6][C:7]1[S:11][C:10]([NH:12][C:13]([N:15]([CH:22]2[CH2:27][CH2:26][CH2:25][CH2:24][CH2:23]2)[CH:16]2[CH2:21][CH2:20][CH2:19][CH2:18][CH2:17]2)=[O:14])=[N:9][CH:8]=1)[CH3:2]. (2) Given the product [CH2:30]([O:29][C:22]1([O:26][CH2:27][CH3:28])[CH2:5][CH2:6][CH2:1][CH2:2][CH2:3]1)[CH3:31], predict the reactants needed to synthesize it. The reactants are: [C:1]1(=O)[CH2:6][CH2:5]C[CH2:3][CH2:2]1.C1(C)C=CC(S(O)(=O)=O)=CC=1.C(O)C.[CH:22]([O:29][CH2:30][CH3:31])([O:26][CH2:27][CH3:28])OCC.